The task is: Predict the reactants needed to synthesize the given product.. This data is from Full USPTO retrosynthesis dataset with 1.9M reactions from patents (1976-2016). (1) Given the product [C:18]([O:17][C:15]([N:1]1[CH2:5][CH2:4][CH2:3][C@H:2]1[CH2:6][OH:7])=[O:16])([CH3:21])([CH3:20])[CH3:19], predict the reactants needed to synthesize it. The reactants are: [NH:1]1[CH2:5][CH2:4][CH2:3][C@H:2]1[CH2:6][OH:7].C(N(CC)CC)C.[C:15](O[C:15]([O:17][C:18]([CH3:21])([CH3:20])[CH3:19])=[O:16])([O:17][C:18]([CH3:21])([CH3:20])[CH3:19])=[O:16].C([O-])(O)=O.[Na+]. (2) Given the product [CH3:6][O:7]/[N:8]=[C:9](/[C:37]1[CH:38]=[CH:39][CH:40]=[CH:41][CH:42]=1)\[CH2:10][O:11][C:12]1[CH:36]=[CH:35][C:15]([CH2:16][O:17][C:18]2[CH:19]=[CH:20][C:21]([C:24]3[C:25]([CH3:34])=[N:26][O:27][C:28]=3[CH2:29][C:30]([OH:32])=[O:31])=[CH:22][CH:23]=2)=[CH:14][CH:13]=1, predict the reactants needed to synthesize it. The reactants are: O1CCCC1.[CH3:6][O:7]/[N:8]=[C:9](/[C:37]1[CH:42]=[CH:41][CH:40]=[CH:39][CH:38]=1)\[CH2:10][O:11][C:12]1[CH:36]=[CH:35][C:15]([CH2:16][O:17][C:18]2[CH:23]=[CH:22][C:21]([C:24]3[C:25]([CH3:34])=[N:26][O:27][C:28]=3[CH2:29][C:30]([O:32]C)=[O:31])=[CH:20][CH:19]=2)=[CH:14][CH:13]=1.CO.[OH-].[Li+]. (3) Given the product [C:1]12([NH:11][CH2:18][C:15]3[CH:16]=[CH:17][N:12]=[CH:13][CH:14]=3)[CH2:8][CH:7]3[CH2:6][CH:5]([CH2:4][CH:3]([CH2:9]3)[CH2:2]1)[CH2:10]2, predict the reactants needed to synthesize it. The reactants are: [C:1]12([NH2:11])[CH2:10][CH:5]3[CH2:6][CH:7]([CH2:9][CH:3]([CH2:4]3)[CH2:2]1)[CH2:8]2.[N:12]1[CH:17]=[CH:16][C:15]([CH:18]=O)=[CH:14][CH:13]=1. (4) Given the product [Cl:1][C:2]1[CH:3]=[CH:4][C:5]([S:8]([N:11]([CH2:19][C:20]2[CH:21]=[CH:22][C:23]([C:24]([OH:26])=[O:25])=[CH:28][CH:29]=2)[CH2:12][CH:13]2[CH2:18][CH2:17][O:16][CH2:15][CH2:14]2)(=[O:10])=[O:9])=[CH:6][CH:7]=1, predict the reactants needed to synthesize it. The reactants are: [Cl:1][C:2]1[CH:7]=[CH:6][C:5]([S:8]([N:11]([CH2:19][C:20]2[CH:29]=[CH:28][C:23]([C:24]([O:26]C)=[O:25])=[CH:22][CH:21]=2)[CH2:12][CH:13]2[CH2:18][CH2:17][O:16][CH2:15][CH2:14]2)(=[O:10])=[O:9])=[CH:4][CH:3]=1.O.[OH-].[Li+].Cl. (5) Given the product [CH:4]([C:7]1[N:12]=[C:11]([C:13]2[N:17]([CH2:26][CH2:25][CH:23]=[O:24])[C:16](=[O:18])[O:15][N:14]=2)[CH:10]=[C:9]([C:19]([F:20])([F:22])[F:21])[N:8]=1)([CH3:6])[CH3:5], predict the reactants needed to synthesize it. The reactants are: C(O)C.[CH:4]([C:7]1[N:12]=[C:11]([C:13]2[NH:14][O:15][C:16](=[O:18])[N:17]=2)[CH:10]=[C:9]([C:19]([F:22])([F:21])[F:20])[N:8]=1)([CH3:6])[CH3:5].[CH:23]([CH:25]=[CH2:26])=[O:24]. (6) Given the product [C:1]([O:5][C:6]([N:8]1[CH2:13][CH2:12][N:11]([C:14]([O:16][C:17]([CH3:20])([CH3:19])[CH3:18])=[O:15])[CH2:10][C@@H:9]1[C:21](=[O:26])[C:27]1[CH:32]=[CH:31][CH:30]=[CH:29][CH:28]=1)=[O:7])([CH3:3])([CH3:2])[CH3:4], predict the reactants needed to synthesize it. The reactants are: [C:1]([O:5][C:6]([N:8]1[CH2:13][CH2:12][N:11]([C:14]([O:16][C:17]([CH3:20])([CH3:19])[CH3:18])=[O:15])[CH2:10][C@@H:9]1[C:21](=[O:26])N(OC)C)=[O:7])([CH3:4])([CH3:3])[CH3:2].[C:27]1([Mg]Cl)[CH:32]=[CH:31][CH:30]=[CH:29][CH:28]=1.